This data is from Merck oncology drug combination screen with 23,052 pairs across 39 cell lines. The task is: Regression. Given two drug SMILES strings and cell line genomic features, predict the synergy score measuring deviation from expected non-interaction effect. (1) Drug 1: CN1C(=O)C=CC2(C)C3CCC4(C)C(NC(=O)OCC(F)(F)F)CCC4C3CCC12. Drug 2: N#Cc1ccc(Cn2cncc2CN2CCN(c3cccc(Cl)c3)C(=O)C2)cc1. Cell line: COLO320DM. Synergy scores: synergy=7.57. (2) Drug 1: CC(=O)OC1C(=O)C2(C)C(O)CC3OCC3(OC(C)=O)C2C(OC(=O)c2ccccc2)C2(O)CC(OC(=O)C(O)C(NC(=O)c3ccccc3)c3ccccc3)C(C)=C1C2(C)C. Drug 2: CCN(CC)CCNC(=O)c1c(C)[nH]c(C=C2C(=O)Nc3ccc(F)cc32)c1C. Cell line: SW837. Synergy scores: synergy=-3.58. (3) Drug 1: CCC1=CC2CN(C1)Cc1c([nH]c3ccccc13)C(C(=O)OC)(c1cc3c(cc1OC)N(C)C1C(O)(C(=O)OC)C(OC(C)=O)C4(CC)C=CCN5CCC31C54)C2. Synergy scores: synergy=-13.6. Cell line: T47D. Drug 2: C=CCn1c(=O)c2cnc(Nc3ccc(N4CCN(C)CC4)cc3)nc2n1-c1cccc(C(C)(C)O)n1. (4) Drug 1: N.N.O=C(O)C1(C(=O)O)CCC1.[Pt]. Drug 2: NC(=O)c1cccc2cn(-c3ccc(C4CCCNC4)cc3)nc12. Cell line: COLO320DM. Synergy scores: synergy=14.5. (5) Drug 1: CN(C)C(=N)N=C(N)N. Drug 2: COC1=C2CC(C)CC(OC)C(O)C(C)C=C(C)C(OC(N)=O)C(OC)C=CC=C(C)C(=O)NC(=CC1=O)C2=O. Cell line: KPL1. Synergy scores: synergy=-12.1. (6) Drug 1: CCN(CC)CCNC(=O)c1c(C)[nH]c(C=C2C(=O)Nc3ccc(F)cc32)c1C. Drug 2: O=C(O)C1(Cc2cccc(Nc3nccs3)n2)CCC(Oc2cccc(Cl)c2F)CC1. Cell line: CAOV3. Synergy scores: synergy=-5.49. (7) Drug 1: COC12C(COC(N)=O)C3=C(C(=O)C(C)=C(N)C3=O)N1CC1NC12. Drug 2: NC1(c2ccc(-c3nc4ccn5c(=O)[nH]nc5c4cc3-c3ccccc3)cc2)CCC1. Cell line: ES2. Synergy scores: synergy=8.24. (8) Drug 1: N#Cc1ccc(Cn2cncc2CN2CCN(c3cccc(Cl)c3)C(=O)C2)cc1. Drug 2: CCC1=CC2CN(C1)Cc1c([nH]c3ccccc13)C(C(=O)OC)(c1cc3c(cc1OC)N(C)C1C(O)(C(=O)OC)C(OC(C)=O)C4(CC)C=CCN5CCC31C54)C2. Cell line: RPMI7951. Synergy scores: synergy=6.57.